From a dataset of NCI-60 drug combinations with 297,098 pairs across 59 cell lines. Regression. Given two drug SMILES strings and cell line genomic features, predict the synergy score measuring deviation from expected non-interaction effect. (1) Drug 1: CC(CN1CC(=O)NC(=O)C1)N2CC(=O)NC(=O)C2. Drug 2: CC1=CC2C(CCC3(C2CCC3(C(=O)C)OC(=O)C)C)C4(C1=CC(=O)CC4)C. Cell line: U251. Synergy scores: CSS=28.2, Synergy_ZIP=-6.25, Synergy_Bliss=-2.45, Synergy_Loewe=-4.71, Synergy_HSA=-1.27. (2) Drug 1: C1CN1C2=NC(=NC(=N2)N3CC3)N4CC4. Drug 2: C1C(C(OC1N2C=NC(=NC2=O)N)CO)O. Cell line: NCI-H322M. Synergy scores: CSS=-2.60, Synergy_ZIP=2.50, Synergy_Bliss=2.18, Synergy_Loewe=-2.03, Synergy_HSA=-3.15. (3) Cell line: DU-145. Synergy scores: CSS=33.9, Synergy_ZIP=1.21, Synergy_Bliss=1.65, Synergy_Loewe=-52.5, Synergy_HSA=-3.70. Drug 2: CCC1(C2=C(COC1=O)C(=O)N3CC4=CC5=C(C=CC(=C5CN(C)C)O)N=C4C3=C2)O.Cl. Drug 1: CCN(CC)CCCC(C)NC1=C2C=C(C=CC2=NC3=C1C=CC(=C3)Cl)OC. (4) Drug 1: C1CCC(C1)C(CC#N)N2C=C(C=N2)C3=C4C=CNC4=NC=N3. Synergy scores: CSS=50.1, Synergy_ZIP=25.3, Synergy_Bliss=24.4, Synergy_Loewe=21.9, Synergy_HSA=27.4. Cell line: IGROV1. Drug 2: COCCOC1=C(C=C2C(=C1)C(=NC=N2)NC3=CC=CC(=C3)C#C)OCCOC.Cl. (5) Drug 1: C1=NC2=C(N1)C(=S)N=C(N2)N. Drug 2: C(=O)(N)NO. Cell line: SK-MEL-28. Synergy scores: CSS=9.15, Synergy_ZIP=-2.80, Synergy_Bliss=-0.903, Synergy_Loewe=-20.3, Synergy_HSA=-2.90. (6) Drug 1: CN1CCC(CC1)COC2=C(C=C3C(=C2)N=CN=C3NC4=C(C=C(C=C4)Br)F)OC. Drug 2: C1=CC(=C2C(=C1NCCNCCO)C(=O)C3=C(C=CC(=C3C2=O)O)O)NCCNCCO. Cell line: SK-MEL-5. Synergy scores: CSS=35.7, Synergy_ZIP=12.5, Synergy_Bliss=14.7, Synergy_Loewe=-13.0, Synergy_HSA=10.6.